From a dataset of Reaction yield outcomes from USPTO patents with 853,638 reactions. Predict the reaction yield, written as a fraction of the theoretical maximum amount of product (1.0 means a 100% yield; for example, 0.34 means a 34% yield). (1) The reactants are O.[NH2:2][NH2:3].[Cl:4][C:5]1[C:10]([C:11](=O)[CH:12]([CH3:14])[CH3:13])=[C:9](Cl)[CH:8]=[CH:7][N:6]=1. The catalyst is C1COCC1. The product is [Cl:4][C:5]1[C:10]2[C:11]([CH:12]([CH3:14])[CH3:13])=[N:2][NH:3][C:9]=2[CH:8]=[CH:7][N:6]=1. The yield is 0.660. (2) The reactants are [Cl:1][C:2]1[CH:7]=[C:6]([C:8]#[N:9])[CH:5]=[CH:4][C:3]=1[N:10]1[CH2:15][CH2:14][N:13](C(OC(C)(C)C)=O)[CH2:12][CH2:11]1. The catalyst is Cl.O1CCOCC1.C(OCC)C. The product is [ClH:1].[Cl:1][C:2]1[CH:7]=[C:6]([CH:5]=[CH:4][C:3]=1[N:10]1[CH2:15][CH2:14][NH:13][CH2:12][CH2:11]1)[C:8]#[N:9]. The yield is 0.940. (3) The reactants are [F:1][C:2]1[C:3]([NH:21][C:22]2[CH:26]=[C:25]([O:27][CH:28]([CH3:30])[CH3:29])[NH:24][N:23]=2)=[N:4][C:5]([NH:10][C@H:11]([C:14]2[CH:19]=[CH:18][C:17]([F:20])=[CH:16][CH:15]=2)[CH2:12][OH:13])=[C:6]([CH:9]=1)[C:7]#[N:8].[OH-:31].[K+].OO. The catalyst is CO. The product is [F:1][C:2]1[C:3]([NH:21][C:22]2[CH:26]=[C:25]([O:27][CH:28]([CH3:30])[CH3:29])[NH:24][N:23]=2)=[N:4][C:5]([NH:10][C@H:11]([C:14]2[CH:19]=[CH:18][C:17]([F:20])=[CH:16][CH:15]=2)[CH2:12][OH:13])=[C:6]([CH:9]=1)[C:7]([NH2:8])=[O:31]. The yield is 0.600. (4) The yield is 0.240. The reactants are [CH3:1][CH:2]([CH3:47])[C@H:3]([NH:42][C:43](=[O:46])[O:44][CH3:45])[C:4]([N:6]1[CH2:10][C@@H:9]([CH3:11])[CH2:8][C@H:7]1[C:12]1[NH:16][C:15]2[C:17]3[C:22]([CH:23]=[CH:24][C:14]=2[N:13]=1)=[CH:21][C:20]1[C:25]2[C:30]([CH2:31][O:32][C:19]=1[CH:18]=3)=[CH:29][C:28](B1OC(C)(C)C(C)(C)O1)=[CH:27][CH:26]=2)=[O:5].Br[C:49]1[NH:53][C:52]([C@@H:54]2[CH2:58][CH2:57][CH2:56][N:55]2[C:59]([O:61][C:62]([CH3:65])([CH3:64])[CH3:63])=[O:60])=[N:51][CH:50]=1.C([O-])([O-])=O.[K+].[K+]. The catalyst is COCCOC.C1C=CC([P]([Pd]([P](C2C=CC=CC=2)(C2C=CC=CC=2)C2C=CC=CC=2)([P](C2C=CC=CC=2)(C2C=CC=CC=2)C2C=CC=CC=2)[P](C2C=CC=CC=2)(C2C=CC=CC=2)C2C=CC=CC=2)(C2C=CC=CC=2)C2C=CC=CC=2)=CC=1.C1C=CC(P(C2C=CC=CC=2)[C-]2C=CC=C2)=CC=1.C1C=CC(P(C2C=CC=CC=2)[C-]2C=CC=C2)=CC=1.Cl[Pd]Cl.[Fe+2]. The product is [CH3:45][O:44][C:43]([NH:42][C@H:3]([C:4]([N:6]1[CH2:10][C@@H:9]([CH3:11])[CH2:8][C@H:7]1[C:12]1[NH:16][C:15]2[C:17]3[C:22]([CH:23]=[CH:24][C:14]=2[N:13]=1)=[CH:21][C:20]1[C:25]2[C:30]([CH2:31][O:32][C:19]=1[CH:18]=3)=[CH:29][C:28]([C:49]1[NH:53][C:52]([C@@H:54]3[CH2:58][CH2:57][CH2:56][N:55]3[C:59]([O:61][C:62]([CH3:65])([CH3:64])[CH3:63])=[O:60])=[N:51][CH:50]=1)=[CH:27][CH:26]=2)=[O:5])[CH:2]([CH3:1])[CH3:47])=[O:46]. (5) The reactants are [CH3:1][C@H:2]1[NH:7][CH2:6][CH2:5][N:4]([C:8]([O:10][C:11]([CH3:14])([CH3:13])[CH3:12])=[O:9])[CH2:3]1.[CH2:15]=O. The catalyst is C(Cl)Cl. The product is [CH3:1][C@H:2]1[N:7]([CH3:15])[CH2:6][CH2:5][N:4]([C:8]([O:10][C:11]([CH3:13])([CH3:12])[CH3:14])=[O:9])[CH2:3]1. The yield is 0.910.